This data is from Catalyst prediction with 721,799 reactions and 888 catalyst types from USPTO. The task is: Predict which catalyst facilitates the given reaction. (1) Reactant: [C:1]1([CH3:15])[CH:6]=[CH:5][C:4]([NH:7][C:8]2[CH:13]=[CH:12][C:11]([CH3:14])=[CH:10][CH:9]=2)=[CH:3][CH:2]=1.BrC1C=CC2C3=[CH:23][C:24]4[C:25]([CH3:45])([CH3:44])[C:26]5[C:31]([C:32]=4[CH:33]=[C:21]3[C:20]([CH3:50])([CH3:49])C=2C=1)=[C:30]1[CH:34]=[CH:35][CH:36]=[CH:37][C:29]1=[C:28]([C:38]1[CH:43]=[CH:42][CH:41]=[CH:40][CH:39]=1)[CH:27]=5.[C:60](P([C:60]([CH3:63])([CH3:62])[CH3:61])[C:60]([CH3:63])([CH3:62])[CH3:61])([CH3:63])([CH3:62])[CH3:61].[CH3:64][C:65](C)([O-])[CH3:66].[Na+]. Product: [CH3:45][C:25]1([CH3:44])[C:24]2[CH:23]=[C:14]3[C:11]4[CH:10]=[CH:9][C:8]([N:7]([C:65]5[CH:66]=[CH:62][C:60]([CH3:61])=[CH:63][CH:64]=5)[C:4]5[CH:3]=[CH:2][C:1]([CH3:15])=[CH:6][CH:5]=5)=[CH:13][C:12]=4[C:20]([CH3:50])([CH3:49])[C:21]3=[CH:33][C:32]=2[C:31]2[C:26]1=[CH:27][C:28]([C:38]1[CH:39]=[CH:40][CH:41]=[CH:42][CH:43]=1)=[C:29]1[CH:37]=[CH:36][CH:35]=[CH:34][C:30]1=2. The catalyst class is: 493. (2) Reactant: [CH3:1][C:2]1[CH:7]=[C:6]([CH3:8])[CH:5]=[CH:4][C:3]=1[N:9]([CH2:23][CH:24]([CH3:26])[CH3:25])[S:10]([C:13]1[CH:22]=[CH:21][C:16]([C:17](OC)=[O:18])=[CH:15][CH:14]=1)(=[O:12])=[O:11].N.O1CCOCC1.[Li+].C[Si]([N-:39][Si](C)(C)C)(C)C. Product: [CH3:1][C:2]1[CH:7]=[C:6]([CH3:8])[CH:5]=[CH:4][C:3]=1[N:9]([CH2:23][CH:24]([CH3:26])[CH3:25])[S:10]([C:13]1[CH:22]=[CH:21][C:16]([C:17]([NH2:39])=[O:18])=[CH:15][CH:14]=1)(=[O:12])=[O:11]. The catalyst class is: 7. (3) Reactant: [N+:1]([C:4]1[CH:5]=[C:6]2[C:10](=[CH:11][CH:12]=1)[NH:9][N:8]=[CH:7]2)([O-:3])=[O:2].[Br:13]N1C(=O)CCC1=O. Product: [Br:13][C:7]1[C:6]2[C:10](=[CH:11][CH:12]=[C:4]([N+:1]([O-:3])=[O:2])[CH:5]=2)[NH:9][N:8]=1. The catalyst class is: 734. (4) Reactant: C([C:3]1[CH:15]=[CH:14][C:13]2[C:12]3[C:7](=[CH:8][CH:9]=[CH:10][CH:11]=3)[CH2:6][C:5]=2[C:4]=1[CH2:16][CH3:17])C.[Br:18]N1C(=O)CCC1=O.C1(=O)O[CH:29]([CH3:30])CO1. Product: [Br:18][C:3]1[CH:4]=[CH:16][C:17]2[C:11]3[C:12](=[CH:7][CH:8]=[CH:9][CH:10]=3)[C:13]([CH2:29][CH3:30])([CH2:5][CH3:6])[C:14]=2[CH:15]=1. The catalyst class is: 6. (5) Reactant: Cl[C:2]1[N:7]=[C:6]([O:8][CH3:9])[CH:5]=[C:4]([CH3:10])[N:3]=1.C(=O)([O-])[O-].[K+].[K+].[NH:17]1[CH2:22][CH2:21][NH:20][CH2:19][CH2:18]1. Product: [CH3:9][O:8][C:6]1[CH:5]=[C:4]([CH3:10])[N:3]=[C:2]([N:17]2[CH2:22][CH2:21][NH:20][CH2:19][CH2:18]2)[N:7]=1. The catalyst class is: 3. (6) Reactant: [CH2:1]([CH:8]1[C:12](=O)O[NH:10][N:9]1[CH3:14])[C:2]1[CH:7]=[CH:6][CH:5]=[CH:4][CH:3]=1.[C:15]([Sn:17]([CH2:26][CH2:27][CH2:28][CH3:29])([CH2:22][CH2:23][CH2:24][CH3:25])[CH2:18][CH2:19][CH2:20][CH3:21])#C. Product: [CH2:1]([C:8]1[N:9]([CH3:14])[N:10]=[C:15]([Sn:17]([CH2:18][CH2:19][CH2:20][CH3:21])([CH2:26][CH2:27][CH2:28][CH3:29])[CH2:22][CH2:23][CH2:24][CH3:25])[CH:12]=1)[C:2]1[CH:7]=[CH:6][CH:5]=[CH:4][CH:3]=1. The catalyst class is: 113. (7) Reactant: [F:1][C:2]([F:13])([F:12])[C:3]([NH:5][C:6]1[CH:11]=[CH:10][CH:9]=[CH:8][N:7]=1)=[O:4].C(=O)([O-])[O-].[K+].[K+].Br[CH2:21][CH2:22][O:23][C:24]1[CH:33]=[CH:32][C:27]([C:28]([O:30][CH3:31])=[O:29])=[CH:26][CH:25]=1. Product: [F:13][C:2]([F:1])([F:12])[C:3]([N:5]=[C:6]1[CH:11]=[CH:10][CH:9]=[CH:8][N:7]1[CH2:21][CH2:22][O:23][C:24]1[CH:33]=[CH:32][C:27]([C:28]([O:30][CH3:31])=[O:29])=[CH:26][CH:25]=1)=[O:4]. The catalyst class is: 10. (8) Reactant: [NH:1]1[CH2:6][CH2:5][CH2:4][CH:3]([NH:7][C:8]([C:21]2[CH:26]=[CH:25][CH:24]=[CH:23][CH:22]=2)([C:15]2[CH:20]=[CH:19][CH:18]=[CH:17][CH:16]=2)[C:9]2[CH:14]=[CH:13][CH:12]=[CH:11][CH:10]=2)[CH2:2]1.Cl[C:28]([O:30][CH3:31])=[O:29]. Product: [CH3:31][O:30][C:28]([N:1]1[CH2:6][CH2:5][CH2:4][CH:3]([NH:7][C:8]([C:9]2[CH:14]=[CH:13][CH:12]=[CH:11][CH:10]=2)([C:21]2[CH:26]=[CH:25][CH:24]=[CH:23][CH:22]=2)[C:15]2[CH:16]=[CH:17][CH:18]=[CH:19][CH:20]=2)[CH2:2]1)=[O:29]. The catalyst class is: 4. (9) Reactant: [OH:1][C:2]1[C:3]2[O:21][N:20]=[C:19]([C:22]3[CH:27]=[CH:26][C:25]([O:28][CH3:29])=[CH:24][CH:23]=3)[C:4]=2[C:5]([C:13]2[CH:18]=[CH:17][CH:16]=[CH:15][CH:14]=2)=[N:6][C:7]=1[C:8](OCC)=[O:9].[NH2:30][CH2:31][C:32]([OH:34])=[O:33].C[O-].[Na+]. Product: [OH:1][C:2]1[C:3]2[O:21][N:20]=[C:19]([C:22]3[CH:23]=[CH:24][C:25]([O:28][CH3:29])=[CH:26][CH:27]=3)[C:4]=2[C:5]([C:13]2[CH:14]=[CH:15][CH:16]=[CH:17][CH:18]=2)=[N:6][C:7]=1[C:8]([NH:30][CH2:31][C:32]([OH:34])=[O:33])=[O:9]. The catalyst class is: 389. (10) The catalyst class is: 1. Reactant: [C:1]([C:3]1[CH:4]=[C:5]([CH:10]=[CH:11][CH:12]=1)[C:6]([NH:8]Cl)=O)#[N:2].C([O-])(O)=[O:14].[Na+].[Cl:18][C:19]1[CH:24]=[C:23]([C:25]([C:27]([F:30])([F:29])[F:28])=[CH2:26])[CH:22]=[C:21]([Cl:31])[CH:20]=1. Product: [Cl:18][C:19]1[CH:24]=[C:23]([C:25]2([C:27]([F:28])([F:29])[F:30])[O:14][N:8]=[C:6]([C:5]3[CH:4]=[C:3]([CH:12]=[CH:11][CH:10]=3)[C:1]#[N:2])[CH2:26]2)[CH:22]=[C:21]([Cl:31])[CH:20]=1.